This data is from Reaction yield outcomes from USPTO patents with 853,638 reactions. The task is: Predict the reaction yield, written as a fraction of the theoretical maximum amount of product (1.0 means a 100% yield; for example, 0.34 means a 34% yield). (1) The reactants are C(O)(=O)C1C(=CC=CC=1)[OH:4].C(OO)(C)(C)C.[C:17]([O:20][CH2:21][CH:22]=[C:23]([CH2:25][CH2:26][CH:27]=[C:28]([CH2:30][CH2:31][CH:32]=[C:33]([CH3:35])[CH3:34])[CH3:29])[CH3:24])(=[O:19])[CH3:18].[BH4-].[Na+].Cl. The catalyst is C(Cl)Cl.CO.CCOC(C)=O. The product is [OH:4][CH2:34][C:33]([CH3:35])=[CH:32][CH2:31][CH2:30][C:28]([CH3:29])=[CH:27][CH2:26][CH2:25][C:23]([CH3:24])=[CH:22][CH2:21][O:20][C:17](=[O:19])[CH3:18]. The yield is 0.590. (2) The reactants are [CH3:1][O:2][C:3]1[CH:8]=[CH:7][C:6]([OH:9])=[CH:5][CH:4]=1.F[C:11]1[CH:16]=[CH:15][CH:14]=[CH:13][C:12]=1[N+:17]([O-:19])=[O:18].[CH3:20][O:21][C:22]1[CH:35]=[CH:34][C:25]([O:26][C:27]2[CH:33]=[CH:32][CH:31]=[CH:30][C:28]=2[NH2:29])=[CH:24][CH:23]=1.[NH2:36][C:37]1[S:38][CH:39]=[CH:40][N:41]=1. No catalyst specified. The product is [CH3:1][O:2][C:3]1[CH:8]=[CH:7][C:6]([O:9][C:11]2[CH:16]=[CH:15][CH:14]=[CH:13][C:12]=2[N+:17]([O-:19])=[O:18])=[CH:5][CH:4]=1.[CH3:20][O:21][C:22]1[CH:35]=[CH:34][C:25]([O:26][C:27]2[CH:33]=[CH:32][CH:31]=[CH:30][C:28]=2[NH:29][C:6]([NH:36][C:37]2[S:38][CH:39]=[CH:40][N:41]=2)=[O:9])=[CH:24][CH:23]=1. The yield is 0.800. (3) The reactants are [NH2:1][C:2]1[C:11]2[CH:10]=[CH:9][CH:8]=[C:7](Br)[C:6]=2[N:5]=[C:4]2[CH2:13][N:14]([CH:17]3[CH2:19][CH2:18]3)[C:15](=[O:16])[C:3]=12.[F:20][C:21]1[CH:26]=[CH:25][CH:24]=[CH:23][C:22]=1B(O)O. No catalyst specified. The product is [NH2:1][C:2]1[C:11]2[CH:10]=[CH:9][CH:8]=[C:7]([C:22]3[CH:23]=[CH:24][CH:25]=[CH:26][C:21]=3[F:20])[C:6]=2[N:5]=[C:4]2[CH2:13][N:14]([CH:17]3[CH2:19][CH2:18]3)[C:15](=[O:16])[C:3]=12. The yield is 0.610. (4) The reactants are [F:1][C:2]1[CH:3]=[C:4]([CH:40]=[C:41]([F:43])[CH:42]=1)[CH2:5][C:6]1[CH:7]=[C:8]2[C:12](=[CH:13][CH:14]=1)[NH:11][N:10]=[C:9]2[NH:15][C:16](=[O:39])[C:17]1[CH:22]=[CH:21][C:20]([N+:23]([O-])=O)=[CH:19][C:18]=1[N:26]([CH:33]1[CH2:38][CH2:37][O:36][CH2:35][CH2:34]1)[C:27](=[O:32])[C:28]([F:31])([F:30])[F:29].C1CCCCC=1. The catalyst is [Pd].O1CCOCC1. The product is [F:43][C:41]1[CH:40]=[C:4]([CH:3]=[C:2]([F:1])[CH:42]=1)[CH2:5][C:6]1[CH:7]=[C:8]2[C:12](=[CH:13][CH:14]=1)[NH:11][N:10]=[C:9]2[NH:15][C:16](=[O:39])[C:17]1[CH:22]=[CH:21][C:20]([NH2:23])=[CH:19][C:18]=1[N:26]([CH:33]1[CH2:34][CH2:35][O:36][CH2:37][CH2:38]1)[C:27](=[O:32])[C:28]([F:31])([F:29])[F:30]. The yield is 0.820. (5) The reactants are [N+:1]([C:4]1[O:8][C:7]([C:9](Cl)=[O:10])=[CH:6][CH:5]=1)([O-:3])=[O:2].[CH:12]1([N:18]2[CH2:23][CH2:22][NH:21][CH2:20][CH2:19]2)[CH2:17][CH2:16][CH2:15][CH2:14][CH2:13]1. The catalyst is C(Cl)Cl.CCN(CC)CC. The product is [CH:12]1([N:18]2[CH2:23][CH2:22][N:21]([C:9]([C:7]3[O:8][C:4]([N+:1]([O-:3])=[O:2])=[CH:5][CH:6]=3)=[O:10])[CH2:20][CH2:19]2)[CH2:17][CH2:16][CH2:15][CH2:14][CH2:13]1. The yield is 0.620. (6) The reactants are [CH3:1][C:2]1[N:7]2[N:8]=[C:9]([CH:11]([CH3:16])[CH2:12][C:13](O)=[O:14])[N:10]=[C:6]2[C:5]([CH3:17])=[N:4][CH:3]=1.C(Cl)(=O)C([Cl:21])=O.CN(C=O)C. The catalyst is C(Cl)Cl. The product is [CH3:1][C:2]1[N:7]2[N:8]=[C:9]([CH:11]([CH3:16])[CH2:12][C:13]([Cl:21])=[O:14])[N:10]=[C:6]2[C:5]([CH3:17])=[N:4][CH:3]=1. The yield is 0.960. (7) The reactants are [C:1]([C:5]1[CH:10]=[CH:9][C:8]([NH2:11])=[CH:7][CH:6]=1)([CH3:4])([CH3:3])[CH3:2].[N+:12]([O-])([O-:14])=[O:13].[K+].C([O-])(O)=O.[Na+]. The catalyst is OS(O)(=O)=O. The product is [C:1]([C:5]1[CH:6]=[CH:7][C:8]([NH2:11])=[CH:9][C:10]=1[N+:12]([O-:14])=[O:13])([CH3:4])([CH3:2])[CH3:3]. The yield is 0.770.